Dataset: Reaction yield outcomes from USPTO patents with 853,638 reactions. Task: Predict the reaction yield, written as a fraction of the theoretical maximum amount of product (1.0 means a 100% yield; for example, 0.34 means a 34% yield). (1) The reactants are C(N(CC)CC)C.Cl.[F:9][C:10]1[CH:11]=[C:12]([C:18]2[N:19]=[CH:20][N:21]([C:23]([N:25]([CH3:32])[CH:26]3[CH2:31][CH2:30][NH:29][CH2:28][CH2:27]3)=[O:24])[CH:22]=2)[CH:13]=[CH:14][C:15]=1[O:16][CH3:17].Cl[CH2:34][CH2:35][C:36]#[N:37]. The product is [C:36]([CH2:35][CH2:34][N:29]1[CH2:30][CH2:31][CH:26]([N:25]([CH3:32])[C:23]([N:21]2[CH:22]=[C:18]([C:12]3[CH:13]=[CH:14][C:15]([O:16][CH3:17])=[C:10]([F:9])[CH:11]=3)[N:19]=[CH:20]2)=[O:24])[CH2:27][CH2:28]1)#[N:37]. The yield is 0.640. The catalyst is ClCCl.C(O)(C)C. (2) The reactants are Cl[C:2]1[C:3]2[S:20][C:19]([NH2:21])=[N:18][C:4]=2[N:5]=[C:6]([S:8][CH2:9][C:10]2[CH:15]=[CH:14][CH:13]=[C:12]([F:16])[C:11]=2[F:17])[N:7]=1.CCN(C(C)C)C(C)C.[NH2:31][C:32]([CH3:37])([CH3:36])[CH:33]([OH:35])O.[OH2:38]. The catalyst is CN1C(=O)CCC1. The product is [NH2:21][C:19]1[S:20][C:3]2[C:2]([NH:31][C:32]([CH3:37])([CH2:33][OH:35])[CH2:36][OH:38])=[N:7][C:6]([S:8][CH2:9][C:10]3[CH:15]=[CH:14][CH:13]=[C:12]([F:16])[C:11]=3[F:17])=[N:5][C:4]=2[N:18]=1. The yield is 0.420. (3) The reactants are [Si:1]([O:18][CH2:19][C:20]1[C:25](SC)=[CH:24][C:23]([NH:28][S:29]([CH3:32])(=[O:31])=[O:30])=[C:22]([I:33])[CH:21]=1)([C:14]([CH3:17])([CH3:16])[CH3:15])([C:8]1[CH:13]=[CH:12][CH:11]=[CH:10][CH:9]=1)[C:2]1[CH:7]=[CH:6][CH:5]=[CH:4][CH:3]=1.[CH:34]1C=C(Cl)C=C(C(OO)=O)C=1.C([O-])(O)=O.[Na+].[O-][S:51]([O-:54])(=S)=[O:52].[Na+].[Na+]. The catalyst is C(Cl)Cl. The product is [Si:1]([O:18][CH2:19][C:20]1[C:25]([S:51]([CH3:34])(=[O:54])=[O:52])=[CH:24][C:23]([NH:28][S:29]([CH3:32])(=[O:31])=[O:30])=[C:22]([I:33])[CH:21]=1)([C:14]([CH3:17])([CH3:15])[CH3:16])([C:2]1[CH:7]=[CH:6][CH:5]=[CH:4][CH:3]=1)[C:8]1[CH:13]=[CH:12][CH:11]=[CH:10][CH:9]=1. The yield is 0.800. (4) The reactants are C(O)C.[OH-].[K+].[CH2:6]([N:12]([CH2:17][CH2:18][CH2:19][CH2:20][CH:21]=[CH2:22])CCC#N)[CH2:7][CH2:8][CH2:9][CH:10]=[CH2:11].O. The catalyst is C(Cl)(Cl)Cl. The product is [CH2:6]([NH:12][CH2:17][CH2:18][CH2:19][CH2:20][CH:21]=[CH2:22])[CH2:7][CH2:8][CH2:9][CH:10]=[CH2:11]. The yield is 0.210. (5) The reactants are C([C:3]1[NH:4][C:5]2[C:10]([CH:11]=1)=[C:9](OS(C(F)(F)F)(=O)=O)[CH:8]=[CH:7][CH:6]=2)#N.[B:20]1([B:20]2[O:24][C:23]([CH3:26])([CH3:25])[C:22]([CH3:28])([CH3:27])[O:21]2)[O:24][C:23]([CH3:26])([CH3:25])[C:22]([CH3:28])([CH3:27])[O:21]1.C([O-])(=O)C.[K+]. The catalyst is C1C=CC(P(C2C=CC=CC=2)[C-]2C=CC=C2)=CC=1.C1C=CC(P(C2C=CC=CC=2)[C-]2C=CC=C2)=CC=1.Cl[Pd]Cl.[Fe+2].CS(C)=O. The product is [CH3:27][C:22]1([CH3:28])[C:23]([CH3:26])([CH3:25])[O:24][B:20]([C:9]2[CH:8]=[CH:7][CH:6]=[C:5]3[C:10]=2[CH:11]=[CH:3][NH:4]3)[O:21]1. The yield is 0.390. (6) The reactants are [OH:1][C:2]1[CH:17]=[CH:16][C:5]2[CH2:6][CH:7]([C:11]([O:13][CH2:14][CH3:15])=[O:12])[CH2:8][CH2:9][O:10][C:4]=2[CH:3]=1.[O:18]([C:25]1[CH:26]=[C:27]([CH:30]=[CH:31][CH:32]=1)[CH2:28]O)[C:19]1[CH:24]=[CH:23][CH:22]=[CH:21][CH:20]=1.C(P(CCCC)CCCC)CCC.N(C(N1CCCCC1)=O)=NC(N1CCCCC1)=O. The product is [O:18]([C:25]1[CH:26]=[C:27]([CH:30]=[CH:31][CH:32]=1)[CH2:28][O:1][C:2]1[CH:17]=[CH:16][C:5]2[CH2:6][CH:7]([C:11]([O:13][CH2:14][CH3:15])=[O:12])[CH2:8][CH2:9][O:10][C:4]=2[CH:3]=1)[C:19]1[CH:20]=[CH:21][CH:22]=[CH:23][CH:24]=1. The yield is 0.600. The catalyst is C1(C)C=CC=CC=1.CCCCCC.